Dataset: Reaction yield outcomes from USPTO patents with 853,638 reactions. Task: Predict the reaction yield, written as a fraction of the theoretical maximum amount of product (1.0 means a 100% yield; for example, 0.34 means a 34% yield). (1) The reactants are [I:1][C:2]1[CH:12]=[N:11][C:5]2[NH:6][CH2:7][C:8](=O)[NH:9][C:4]=2[CH:3]=1.[Cl:13][C:14]1[CH:15]=[CH:16][C:17]([C:22]([F:25])([F:24])[F:23])=[C:18]([CH:21]=1)[CH2:19]Br.ClC1C=CC(C(F)(F)F)=CC=1CN1C(=O)CNC2N=CC(I)=CC1=2. No catalyst specified. The product is [Cl:13][C:14]1[CH:15]=[CH:16][C:17]([C:22]([F:23])([F:24])[F:25])=[C:18]([CH:21]=1)[CH2:19][N:9]1[CH2:8][CH2:7][NH:6][C:5]2[N:11]=[CH:12][C:2]([I:1])=[CH:3][C:4]1=2. The yield is 0.170. (2) The reactants are [F:1][C:2]1[CH:3]=[C:4]([C:10]2[N:19]=[C:18]([C:20]([OH:22])=O)[C:17]3[C:12](=[CH:13][CH:14]=[C:15]([O:23][CH3:24])[CH:16]=3)[N:11]=2)[CH:5]=[CH:6][C:7]=1[O:8][CH3:9].Cl.Cl.[NH2:27][CH:28]([CH2:31][C:32]1[C:36]2=[N:37][CH:38]=[CH:39][CH:40]=[C:35]2[NH:34][CH:33]=1)[CH2:29][OH:30].C1C=CC2N(O)N=NC=2C=1.CCN=C=NCCCN(C)C. The catalyst is CN(C=O)C.O.C(N(CC)CC)C. The product is [OH:30][CH2:29][CH:28]([NH:27][C:20]([C:18]1[C:17]2[C:12](=[CH:13][CH:14]=[C:15]([O:23][CH3:24])[CH:16]=2)[N:11]=[C:10]([C:4]2[CH:5]=[CH:6][C:7]([O:8][CH3:9])=[C:2]([F:1])[CH:3]=2)[N:19]=1)=[O:22])[CH2:31][C:32]1[C:36]2=[N:37][CH:38]=[CH:39][CH:40]=[C:35]2[NH:34][CH:33]=1. The yield is 0.0300. (3) The reactants are [Cl:1][C:2]1[CH:7]=[C:6]2[NH:8][C:9](=[O:32])[C:10]3([CH:15]([C:16]4[CH:21]=[CH:20][CH:19]=[C:18]([Cl:22])[CH:17]=4)[CH2:14][C:13](=O)[NH:12][CH:11]3[C:24]3[CH:29]=[C:28]([CH3:30])[CH:27]=[CH:26][C:25]=3[CH3:31])[C:5]2=[CH:4][CH:3]=1.[BH4-].[Na+]. The catalyst is CO. The product is [Cl:1][C:2]1[CH:7]=[C:6]2[NH:8][C:9](=[O:32])[C:10]3([CH:15]([C:16]4[CH:21]=[CH:20][CH:19]=[C:18]([Cl:22])[CH:17]=4)[CH2:14][CH2:13][NH:12][CH:11]3[C:24]3[CH:29]=[C:28]([CH3:30])[CH:27]=[CH:26][C:25]=3[CH3:31])[C:5]2=[CH:4][CH:3]=1. The yield is 0.338. (4) The reactants are [C:1](OC(=O)C)(=[O:3])[CH3:2].[NH2:8][C:9]1[S:17][C:16]2[CH2:15][CH2:14][N:13]([C:18]([O:20][C:21]([CH3:24])([CH3:23])[CH3:22])=[O:19])[CH2:12][C:11]=2[C:10]=1[C:25]1[S:26][C:27]2[CH:33]=[CH:32][CH:31]=[CH:30][C:28]=2[N:29]=1. The catalyst is CN(C1C=CN=CC=1)C.N1C=CC=CC=1. The product is [C:1]([NH:8][C:9]1[S:17][C:16]2[CH2:15][CH2:14][N:13]([C:18]([O:20][C:21]([CH3:24])([CH3:22])[CH3:23])=[O:19])[CH2:12][C:11]=2[C:10]=1[C:25]1[S:26][C:27]2[CH:33]=[CH:32][CH:31]=[CH:30][C:28]=2[N:29]=1)(=[O:3])[CH3:2]. The yield is 0.680. (5) The reactants are [OH-].[K+].[O:3]=[C:4]([CH2:21][CH2:22][CH2:23][CH2:24][C:25]([C:32]([O:34]CC)=[O:33])([C:27]([O:29][CH2:30][CH3:31])=[O:28])[CH3:26])[CH2:5][CH2:6][CH2:7][CH2:8][C:9]([C:16]([O:18]CC)=[O:17])([C:11]([O:13][CH2:14][CH3:15])=[O:12])[CH3:10]. The catalyst is CCO. The product is [CH2:14]([O:13][C:11]([C:9]([CH3:10])([CH2:8][CH2:7][CH2:6][CH2:5][C:4](=[O:3])[CH2:21][CH2:22][CH2:23][CH2:24][C:25]([C:27]([O:29][CH2:30][CH3:31])=[O:28])([CH3:26])[C:32]([OH:34])=[O:33])[C:16]([OH:18])=[O:17])=[O:12])[CH3:15]. The yield is 0.810. (6) The reactants are [NH2:1][C:2]1[CH:7]=[CH:6][C:5]([N+:8]([O-:10])=[O:9])=[CH:4][C:3]=1[C:11]#[C:12][C:13]([CH3:19])([CH3:18])[C:14]([O:16][CH3:17])=[O:15].N1C=CC=CC=1.[C:26](Cl)(=[O:30])[CH2:27][CH2:28][CH3:29]. The catalyst is C(Cl)Cl. The product is [C:26]([NH:1][C:2]1[CH:7]=[CH:6][C:5]([N+:8]([O-:10])=[O:9])=[CH:4][C:3]=1[C:11]#[C:12][C:13]([CH3:19])([CH3:18])[C:14]([O:16][CH3:17])=[O:15])(=[O:30])[CH2:27][CH2:28][CH3:29]. The yield is 0.450. (7) No catalyst specified. The product is [F:1][C:2]([F:19])([C:5]([F:18])([F:17])[CH2:6][O:7][CH2:8]/[CH:9]=[CH:10]/[C:11]1[CH:16]=[CH:15][CH:14]=[CH:13][CH:12]=1)/[CH:3]=[CH:23]/[C:24]([O:26][CH2:27][CH3:28])=[O:25]. The reactants are [F:1][C:2]([F:19])([C:5]([F:18])([F:17])[CH2:6][O:7][CH2:8]/[CH:9]=[CH:10]/[C:11]1[CH:16]=[CH:15][CH:14]=[CH:13][CH:12]=1)[CH:3]=O.FC(F)(C1C=CC=CC=1)/C=[CH:23]/[C:24]([O:26][CH2:27][CH3:28])=[O:25]. The yield is 0.700.